This data is from Full USPTO retrosynthesis dataset with 1.9M reactions from patents (1976-2016). The task is: Predict the reactants needed to synthesize the given product. (1) Given the product [C:1]([N:20]1[CH:24]=[C:23]([C:25](=[O:27])[CH3:26])[N:22]=[CH:21]1)([C:14]1[CH:15]=[CH:16][CH:17]=[CH:18][CH:19]=1)([C:8]1[CH:9]=[CH:10][CH:11]=[CH:12][CH:13]=1)[C:2]1[CH:7]=[CH:6][CH:5]=[CH:4][CH:3]=1, predict the reactants needed to synthesize it. The reactants are: [C:1]([N:20]1[CH:24]=[C:23]([CH:25]([OH:27])[CH3:26])[N:22]=[CH:21]1)([C:14]1[CH:19]=[CH:18][CH:17]=[CH:16][CH:15]=1)([C:8]1[CH:13]=[CH:12][CH:11]=[CH:10][CH:9]=1)[C:2]1[CH:7]=[CH:6][CH:5]=[CH:4][CH:3]=1. (2) Given the product [CH:1]1([CH2:4][N:5]([CH2:18][CH2:19][O:20][C:22]2[CH:29]=[CH:28][C:25]([CH:26]=[O:27])=[CH:24][CH:23]=2)[C:6]2[CH:13]=[CH:12][C:9]([C:10]#[N:11])=[C:8]([C:14]([F:16])([F:17])[F:15])[CH:7]=2)[CH2:2][CH2:3]1, predict the reactants needed to synthesize it. The reactants are: [CH:1]1([CH2:4][N:5]([CH2:18][CH2:19][OH:20])[C:6]2[CH:13]=[CH:12][C:9]([C:10]#[N:11])=[C:8]([C:14]([F:17])([F:16])[F:15])[CH:7]=2)[CH2:3][CH2:2]1.O[C:22]1[CH:29]=[CH:28][C:25]([CH:26]=[O:27])=[CH:24][CH:23]=1. (3) Given the product [NH2:40][C@@H:6]([C:7]1[CH:8]=[CH:9][C:10]([C:13]2[CH:18]=[CH:17][C:16]([C:19]([CH2:20][CH3:21])([C:22]3[CH:27]=[CH:26][C:25]([CH2:28][CH2:29][CH:30]([OH:35])[C:31]([CH3:32])([CH3:33])[CH3:34])=[C:24]([CH3:36])[CH:23]=3)[CH2:37][CH3:38])=[CH:15][C:14]=2[CH3:39])=[CH:11][CH:12]=1)[C:5]([O-:41])=[O:4].[Na+:2], predict the reactants needed to synthesize it. The reactants are: [OH-].[Na+:2].C[O:4][C:5](=[O:41])[C@@H:6]([NH2:40])[C:7]1[CH:12]=[CH:11][C:10]([C:13]2[CH:18]=[CH:17][C:16]([C:19]([CH2:37][CH3:38])([C:22]3[CH:27]=[CH:26][C:25]([CH2:28][CH2:29][CH:30]([OH:35])[C:31]([CH3:34])([CH3:33])[CH3:32])=[C:24]([CH3:36])[CH:23]=3)[CH2:20][CH3:21])=[CH:15][C:14]=2[CH3:39])=[CH:9][CH:8]=1. (4) The reactants are: [Cl:1][C:2]1[CH:3]=[CH:4][C:5]([CH:24]=[O:25])=[C:6]2[C:10]=1[N:9]=[C:8]1[N:11]([C:15]3[C:16]([CH3:23])=[N:17][C:18]([O:21][CH3:22])=[CH:19][CH:20]=3)[CH2:12][CH2:13][CH2:14][N:7]21.C[Si](C)(C)[C:28]([F:31])([F:30])[F:29].[F-].C([N+](CCCC)(CCCC)CCCC)CCC.Cl. Given the product [Cl:1][C:2]1[C:10]2[N:9]=[C:8]3[N:11]([C:15]4[C:16]([CH3:23])=[N:17][C:18]([O:21][CH3:22])=[CH:19][CH:20]=4)[CH2:12][CH2:13][CH2:14][N:7]3[C:6]=2[C:5]([CH:24]([OH:25])[C:28]([F:31])([F:30])[F:29])=[CH:4][CH:3]=1, predict the reactants needed to synthesize it. (5) Given the product [NH2:10][C:4]1[C:5](=[O:9])[N:6]([CH3:8])[CH:7]=[C:2]([Br:1])[CH:3]=1, predict the reactants needed to synthesize it. The reactants are: [Br:1][C:2]1[CH:3]=[C:4]([N+:10]([O-])=O)[C:5](=[O:9])[N:6]([CH3:8])[CH:7]=1.Cl.C(=O)([O-])[O-].[K+].[K+].